Dataset: NCI-60 drug combinations with 297,098 pairs across 59 cell lines. Task: Regression. Given two drug SMILES strings and cell line genomic features, predict the synergy score measuring deviation from expected non-interaction effect. Drug 1: C1CN(P(=O)(OC1)NCCCl)CCCl. Drug 2: C1C(C(OC1N2C=NC(=NC2=O)N)CO)O. Cell line: A498. Synergy scores: CSS=-3.71, Synergy_ZIP=-0.232, Synergy_Bliss=-3.58, Synergy_Loewe=-2.22, Synergy_HSA=-4.90.